This data is from Catalyst prediction with 721,799 reactions and 888 catalyst types from USPTO. The task is: Predict which catalyst facilitates the given reaction. (1) Reactant: [CH2:1]([O:3][C:4](=[O:7])[CH:5]=O)[CH3:2].Cl.Cl.[CH2:10]([NH:17][NH2:18])[C:11]1[CH:16]=[CH:15][CH:14]=[CH:13][CH:12]=1.C([O-])([O-])=O.[Na+].[Na+].O1CCOCC1. Product: [CH2:1]([O:3][C:4](=[O:7])[CH:5]=[N:18][NH:17][CH2:10][C:11]1[CH:16]=[CH:15][CH:14]=[CH:13][CH:12]=1)[CH3:2]. The catalyst class is: 93. (2) Reactant: [C:1]([CH2:3][C:4]1[CH:12]=[CH:11][C:7]([C:8]([OH:10])=O)=[CH:6][C:5]=1[O:13][CH3:14])#[N:2].C(Cl)(=O)C(Cl)=O.CN(C=O)C.Cl.[NH2:27][C@@H:28]1[CH2:33][CH2:32][CH2:31][CH2:30][C@H:29]1[OH:34]. Product: [C:1]([CH2:3][C:4]1[CH:12]=[CH:11][C:7]([C:8]([NH:27][CH:28]2[CH2:33][CH2:32][CH2:31][CH2:30][C@H:29]2[OH:34])=[O:10])=[CH:6][C:5]=1[O:13][CH3:14])#[N:2]. The catalyst class is: 4.